From a dataset of Full USPTO retrosynthesis dataset with 1.9M reactions from patents (1976-2016). Predict the reactants needed to synthesize the given product. (1) The reactants are: Br[C:2]1[CH:3]=[CH:4][C:5]2[NH:11][CH2:10][CH2:9][N:8]=[CH:7][C:6]=2[CH:12]=1.[N:13]1[CH:18]=[CH:17][C:16](B(O)O)=[CH:15][CH:14]=1.C(=O)([O-])[O-].[K+].[K+].CN(C=O)C. Given the product [N:13]1[CH:18]=[CH:17][C:16]([C:2]2[CH:3]=[CH:4][C:5]3[NH:11][CH2:10][CH2:9][N:8]=[CH:7][C:6]=3[CH:12]=2)=[CH:15][CH:14]=1, predict the reactants needed to synthesize it. (2) The reactants are: C1(C(=O)C(C)C(C2C=CC=CC=2)=O)C=CC=CC=1.[C:19]1([C:25](=[O:37])[C:26]([CH3:36])([CH3:35])[C:27]([C:29]2[CH:34]=[CH:33][CH:32]=[CH:31][CH:30]=2)=[O:28])[CH:24]=[CH:23][CH:22]=[CH:21][CH:20]=1. Given the product [C:29]1([CH:27]([OH:28])[C:26]([CH3:35])([CH3:36])[CH:25]([C:19]2[CH:24]=[CH:23][CH:22]=[CH:21][CH:20]=2)[OH:37])[CH:30]=[CH:31][CH:32]=[CH:33][CH:34]=1, predict the reactants needed to synthesize it. (3) The reactants are: ON1C2C=CC=CC=2N=N1.CN1CCOCC1.Cl.CN(C)CCCN=C=NCC.[NH2:30][CH:31]([C:33]1[C:34](=[O:47])[NH:35][C:36]([CH2:39][C:40]2[CH:45]=[CH:44][C:43]([CH3:46])=[CH:42][CH:41]=2)=[N:37][N:38]=1)[CH3:32].[C:48]([CH:51]([CH2:55][CH2:56][CH2:57][CH3:58])[C:52](O)=[O:53])(=[O:50])[CH3:49]. Given the product [C:48]([CH:51]([CH2:55][CH2:56][CH2:57][CH3:58])[C:52]([NH:30][CH:31]([C:33]1[C:34](=[O:47])[NH:35][C:36]([CH2:39][C:40]2[CH:45]=[CH:44][C:43]([CH3:46])=[CH:42][CH:41]=2)=[N:37][N:38]=1)[CH3:32])=[O:53])(=[O:50])[CH3:49], predict the reactants needed to synthesize it. (4) The reactants are: [NH2:1][C:2]1[CH2:6][CH2:5][CH2:4][C:3]=1[C:7]#[N:8].[S:9](Cl)(=[O:12])(=[O:11])[NH2:10]. Given the product [S:9]([NH:1][C:2]1[CH2:6][CH2:5][CH2:4][C:3]=1[C:7]#[N:8])(=[O:12])(=[O:11])[NH2:10], predict the reactants needed to synthesize it. (5) Given the product [CH3:1][O:2][C:3]1[CH:4]=[C:5]([CH:8]=[CH:9][CH:10]=1)[CH2:6][NH:21][C@@H:11]1[C:20]2[C:15](=[CH:16][CH:17]=[CH:18][CH:19]=2)[CH2:14][CH2:13][CH2:12]1, predict the reactants needed to synthesize it. The reactants are: [CH3:1][O:2][C:3]1[CH:4]=[C:5]([CH:8]=[CH:9][CH:10]=1)[CH:6]=O.[C@@H:11]1([NH2:21])[C:20]2[C:15](=[CH:16][CH:17]=[CH:18][CH:19]=2)[CH2:14][CH2:13][CH2:12]1. (6) Given the product [Br:1][C:2]1[CH:3]=[C:4]2[C:12](=[CH:13][CH:14]=1)[N:11]([C:23]([O:22][C:18]([CH3:21])([CH3:20])[CH3:19])=[O:24])[C:10]1[CH2:9][CH2:8][CH:7]([CH3:15])[CH2:6][C:5]2=1, predict the reactants needed to synthesize it. The reactants are: [Br:1][C:2]1[CH:3]=[C:4]2[C:12](=[CH:13][CH:14]=1)[NH:11][C:10]1[CH2:9][CH2:8][CH:7]([CH3:15])[CH2:6][C:5]2=1.[H-].[Na+].[C:18]([O:22][C:23](O[C:23]([O:22][C:18]([CH3:21])([CH3:20])[CH3:19])=[O:24])=[O:24])([CH3:21])([CH3:20])[CH3:19]. (7) Given the product [CH2:1]([O:3][C:4]([N:6]1[C:15]2[C:10](=[N:11][C:12]([O:16][CH3:17])=[CH:13][CH:14]=2)[C@@H:9]([NH:18][C:19]2[N:24]=[C:23]([CH2:25][C:26]3[CH:31]=[C:30]([C:32]([F:35])([F:34])[F:33])[CH:29]=[C:28]([C:36]([F:39])([F:38])[F:37])[CH:27]=3)[C:22]([CH2:40][CH2:41][CH2:42][N:46]3[CH2:51][CH2:50][O:49][CH2:48][CH2:47]3)=[CH:21][N:20]=2)[CH2:8][C@H:7]1[CH2:44][CH3:45])=[O:5])[CH3:2], predict the reactants needed to synthesize it. The reactants are: [CH2:1]([O:3][C:4]([N:6]1[C:15]2[C:10](=[N:11][C:12]([O:16][CH3:17])=[CH:13][CH:14]=2)[C@@H:9]([NH:18][C:19]2[N:24]=[C:23]([CH2:25][C:26]3[CH:31]=[C:30]([C:32]([F:35])([F:34])[F:33])[CH:29]=[C:28]([C:36]([F:39])([F:38])[F:37])[CH:27]=3)[C:22]([CH2:40][CH2:41][CH2:42]Br)=[CH:21][N:20]=2)[CH2:8][C@H:7]1[CH2:44][CH3:45])=[O:5])[CH3:2].[NH:46]1[CH2:51][CH2:50][O:49][CH2:48][CH2:47]1. (8) Given the product [CH2:72]([C:65]1[N:64]2[N:63]=[C:42]([CH2:41][CH2:40][C:39]3[N:35]([CH3:34])[N:36]=[C:37]([N:45]4[CH2:49][CH2:48][CH2:47][CH2:46]4)[N:38]=3)[N:70]=[C:69]2[C:68]([CH3:71])=[CH:67][N:66]=1)[CH3:73], predict the reactants needed to synthesize it. The reactants are: CN(C(ON1N=NC2C=CC=NC1=2)=[N+](C)C)C.F[P-](F)(F)(F)(F)F.C(N(CC)C(C)C)(C)C.[CH3:34][N:35]1[C:39]([CH2:40][CH2:41][C:42](O)=O)=[N:38][C:37]([N:45]2[CH2:49][CH2:48][CH2:47][CH2:46]2)=[N:36]1.CC1C=C(C)C=C(C)C=1S([O-])(=O)=O.[NH2:63][N:64]1[C:69](=[NH2+:70])[C:68]([CH3:71])=[CH:67][N:66]=[C:65]1[CH2:72][CH3:73]. (9) The reactants are: [CH3:1][O:2][C:3]([C:5]1[CH:14]=[C:13]([OH:15])[C:12]2[C:7](=[C:8]([O:17][CH2:18][C:19]3[CH:24]=[CH:23][CH:22]=[CH:21][CH:20]=3)[CH:9]=[C:10](Br)[CH:11]=2)[N:6]=1)=[O:4].P([O-])([O-])([O-])=O.[K+].[K+].[K+].[CH3:33][O:34][C:35]1[CH:40]=[CH:39][C:38](B(O)O)=[CH:37][CH:36]=1.O. Given the product [CH3:1][O:2][C:3]([C:5]1[CH:14]=[C:13]([OH:15])[C:12]2[C:7](=[C:8]([O:17][CH2:18][C:19]3[CH:24]=[CH:23][CH:22]=[CH:21][CH:20]=3)[CH:9]=[C:10]([C:38]3[CH:39]=[CH:40][C:35]([O:34][CH3:33])=[CH:36][CH:37]=3)[CH:11]=2)[N:6]=1)=[O:4], predict the reactants needed to synthesize it. (10) Given the product [OH:18][C:15]([CH3:17])([CH3:16])[C@@H:14]([NH:13][C:11]([C:10]1[CH:9]=[N:8][N:5]2[CH:6]=[CH:7][C:2]([C:35]3[S:36][CH:37]=[CH:38][N:39]=3)=[N:3][C:4]=12)=[O:12])[C:19]1[CH:24]=[CH:23][C:22]([O:25][C:26]([F:29])([F:28])[F:27])=[CH:21][CH:20]=1, predict the reactants needed to synthesize it. The reactants are: Cl[C:2]1[CH:7]=[CH:6][N:5]2[N:8]=[CH:9][C:10]([C:11]([NH:13][C@@H:14]([C:19]3[CH:24]=[CH:23][C:22]([O:25][C:26]([F:29])([F:28])[F:27])=[CH:21][CH:20]=3)[C:15]([OH:18])([CH3:17])[CH3:16])=[O:12])=[C:4]2[N:3]=1.C([Sn](CCCC)(CCCC)[C:35]1[S:36][CH:37]=[CH:38][N:39]=1)CCC.